Dataset: Full USPTO retrosynthesis dataset with 1.9M reactions from patents (1976-2016). Task: Predict the reactants needed to synthesize the given product. The reactants are: [N:1]1[CH:6]=[CH:5][CH:4]=[C:3]([S:7]([N:10]2[CH2:14][CH2:13][CH2:12][C@H:11]2[CH2:15][OH:16])(=[O:9])=[O:8])[CH:2]=1.[OH:17][C:18]1[CH:25]=[CH:24][CH:23]=[C:22](O)[C:19]=1[CH:20]=[O:21].C1C=CC(P(C2C=CC=CC=2)C2C=CC=CC=2)=CC=1.CC(OC(/N=N/C(OC(C)C)=O)=O)C. Given the product [OH:17][C:18]1[CH:25]=[CH:24][CH:23]=[C:22]([O:16][CH2:15][C@@H:11]2[CH2:12][CH2:13][CH2:14][N:10]2[S:7]([C:3]2[CH:2]=[N:1][CH:6]=[CH:5][CH:4]=2)(=[O:9])=[O:8])[C:19]=1[CH:20]=[O:21], predict the reactants needed to synthesize it.